Predict which catalyst facilitates the given reaction. From a dataset of Catalyst prediction with 721,799 reactions and 888 catalyst types from USPTO. (1) Reactant: [F:1][C:2]1[CH:7]=[CH:6][C:5]([C:8]2[O:12][N:11]=[C:10]([C:13]([NH:15][CH2:16][CH2:17][CH2:18][C:19]([O:21]C)=[O:20])=[O:14])[CH:9]=2)=[CH:4][CH:3]=1.[OH-].[Li+]. Product: [F:1][C:2]1[CH:3]=[CH:4][C:5]([C:8]2[O:12][N:11]=[C:10]([C:13]([NH:15][CH2:16][CH2:17][CH2:18][C:19]([OH:21])=[O:20])=[O:14])[CH:9]=2)=[CH:6][CH:7]=1. The catalyst class is: 20. (2) Reactant: [Br-].C(OC([NH:9][C@@H:10]([CH2:31][C:32]1[CH:37]=[CH:36][CH:35]=[CH:34][CH:33]=1)[C:11]([O:13][C@@H:14]1[CH:19]2[CH2:20][CH2:21][N+:16]([CH2:22][CH2:23][O:24][C:25]3[CH:30]=[CH:29][CH:28]=[CH:27][CH:26]=3)([CH2:17][CH2:18]2)[CH2:15]1)=[O:12])=O)(C)(C)C.[F:38][C:39]([F:44])([F:43])[C:40]([OH:42])=[O:41]. Product: [F:38][C:39]([F:44])([F:43])[C:40]([O-:42])=[O:41].[F:38][C:39]([F:44])([F:43])[C:40]([O-:42])=[O:41].[NH2:9][C@@H:10]([CH2:31][C:32]1[CH:33]=[CH:34][CH:35]=[CH:36][CH:37]=1)[C:11]([O:13][C@@H:14]1[CH:19]2[CH2:20][CH2:21][N+:16]([CH2:22][CH2:23][O:24][C:25]3[CH:26]=[CH:27][CH:28]=[CH:29][CH:30]=3)([CH2:17][CH2:18]2)[CH2:15]1)=[O:12].[NH2:9][C@@H:10]([CH2:31][C:32]1[CH:33]=[CH:34][CH:35]=[CH:36][CH:37]=1)[C:11]([O:13][C@@H:14]1[CH:19]2[CH2:20][CH2:21][N+:16]([CH2:22][CH2:23][O:24][C:25]3[CH:26]=[CH:27][CH:28]=[CH:29][CH:30]=3)([CH2:17][CH2:18]2)[CH2:15]1)=[O:12]. The catalyst class is: 2. (3) Reactant: [O:1]=[C:2]1[N:6]([C:7]2[CH:14]=[CH:13][C:10]([C:11]#[N:12])=[CH:9][CH:8]=2)[NH:5][C:4]2[C:15]3[CH:16]=[CH:17][CH:18]=[CH:19][C:20]=3[S:21][CH2:22][C:3]1=2. Product: [O:1]=[C:2]1[N:6]([C:7]2[CH:8]=[CH:9][C:10]([C:11]#[N:12])=[CH:13][CH:14]=2)[N:5]=[C:4]2[C:15]3[CH:16]=[CH:17][CH:18]=[CH:19][C:20]=3[S:21][CH:22]=[C:3]12. The catalyst class is: 16. (4) Product: [F:19][CH:17]([F:18])[C:8]1([C:6]2[CH:7]=[CH:2][CH:3]=[CH:4][C:5]=2[F:20])[NH:13][C:12](=[O:14])[C:11]([CH3:16])([CH3:15])[O:10][CH2:9]1. Reactant: Br[C:2]1[CH:3]=[CH:4][C:5]([F:20])=[C:6]([C:8]2([CH:17]([F:19])[F:18])[NH:13][C:12](=[O:14])[C:11]([CH3:16])([CH3:15])[O:10][CH2:9]2)[CH:7]=1.C([O-])(=O)C.[Na+].[H][H]. The catalyst class is: 403. (5) Reactant: [CH2:1]([C@@:4]1([CH3:31])[CH2:9][C@H:8]([C:10]2[CH:15]=[CH:14][CH:13]=[C:12]([Cl:16])[CH:11]=2)[C@@H:7]([C:17]2[CH:22]=[CH:21][C:20]([Cl:23])=[CH:19][CH:18]=2)[N:6]([C@@H:24]([CH2:28][CH3:29])[C:25](=[O:27])[CH3:26])[C:5]1=[O:30])[CH:2]=[CH2:3].C[Si](C)(C)[C:34]([F:37])([F:36])[F:35].[F-].C([N+](CCCC)(CCCC)CCCC)CCC. The catalyst class is: 1. Product: [CH2:1]([C@@:4]1([CH3:31])[CH2:9][C@H:8]([C:10]2[CH:15]=[CH:14][CH:13]=[C:12]([Cl:16])[CH:11]=2)[C@@H:7]([C:17]2[CH:18]=[CH:19][C:20]([Cl:23])=[CH:21][CH:22]=2)[N:6]([C@@H:24]([CH2:28][CH3:29])[C:25]([OH:27])([CH3:26])[C:34]([F:37])([F:36])[F:35])[C:5]1=[O:30])[CH:2]=[CH2:3]. (6) Reactant: [C:1]([N:8]1[CH2:12][CH2:11][CH:10]([C:13]([OH:15])=O)[CH2:9]1)([O:3][C:4]([CH3:7])([CH3:6])[CH3:5])=[O:2].[NH:16]1[CH2:21][CH2:20][O:19][CH2:18][CH2:17]1. The catalyst class is: 513. Product: [C:4]([O:3][C:1]([N:8]1[CH2:12][CH2:11][CH:10]([C:13]([N:16]2[CH2:21][CH2:20][O:19][CH2:18][CH2:17]2)=[O:15])[CH2:9]1)=[O:2])([CH3:5])([CH3:6])[CH3:7]. (7) Reactant: [CH2:1]([N:8]1[C:12]2[CH:13]=[CH:14][C:15]([NH:17][C:18]3[CH:30]=[CH:29][C:28]([Cl:31])=[CH:27][C:19]=3[C:20]([O:22]C(C)(C)C)=[O:21])=[CH:16][C:11]=2[O:10][C:9]1=[O:32])[C:2]1[CH:7]=[CH:6][CH:5]=[CH:4][CH:3]=1. Product: [CH2:1]([N:8]1[C:12]2[CH:13]=[CH:14][C:15]([NH:17][C:18]3[CH:30]=[CH:29][C:28]([Cl:31])=[CH:27][C:19]=3[C:20]([OH:22])=[O:21])=[CH:16][C:11]=2[O:10][C:9]1=[O:32])[C:2]1[CH:7]=[CH:6][CH:5]=[CH:4][CH:3]=1. The catalyst class is: 281.